From a dataset of CYP2D6 inhibition data for predicting drug metabolism from PubChem BioAssay. Regression/Classification. Given a drug SMILES string, predict its absorption, distribution, metabolism, or excretion properties. Task type varies by dataset: regression for continuous measurements (e.g., permeability, clearance, half-life) or binary classification for categorical outcomes (e.g., BBB penetration, CYP inhibition). Dataset: cyp2d6_veith. (1) The molecule is COc1cc2c(cc1O)[C@@H](c1cc(O)c(O)c(OC)c1)[C@@](O)(C(=O)O)[C@@H](CO)[C@@H]2O. The result is 0 (non-inhibitor). (2) The compound is COc1ccc(NC(=O)N2CC[C@@]3(CCCN(S(C)(=O)=O)C3)C2)cc1. The result is 0 (non-inhibitor). (3) The drug is O=c1c(-c2ccccc2)nc2cnc(N3CCNCC3)nc2n1-c1ccccc1. The result is 0 (non-inhibitor).